From a dataset of Reaction yield outcomes from USPTO patents with 853,638 reactions. Predict the reaction yield, written as a fraction of the theoretical maximum amount of product (1.0 means a 100% yield; for example, 0.34 means a 34% yield). (1) The reactants are Br[C:2]1[CH:7]=[CH:6][C:5]([F:8])=[CH:4][C:3]=1[CH2:9][CH2:10][S:11]([NH:14][C:15]1[CH:20]=[CH:19][CH:18]=[CH:17][C:16]=1[F:21])(=[O:13])=[O:12].C([O-])(=O)C.[Cs+]. The catalyst is CS(C)=O.C(OCC)C.[Cu]I. The product is [F:8][C:5]1[CH:6]=[CH:7][C:2]2[N:14]([C:15]3[CH:20]=[CH:19][CH:18]=[CH:17][C:16]=3[F:21])[S:11](=[O:13])(=[O:12])[CH2:10][CH2:9][C:3]=2[CH:4]=1. The yield is 0.970. (2) The reactants are [Cl:1][C:2]1[CH:7]=[CH:6][C:5]([S:8]([NH:11][CH2:12][C:13]2[CH:18]=[CH:17][C:16]([C:19]#[N:20])=[CH:15][CH:14]=2)(=[O:10])=[O:9])=[CH:4][CH:3]=1.[Cl:21][C:22]1[CH:23]=[C:24]([CH:27]=[CH:28][CH:29]=1)[CH2:25]Br. No catalyst specified. The product is [Cl:1][C:2]1[CH:7]=[CH:6][C:5]([S:8]([N:11]([CH2:25][C:24]2[CH:27]=[CH:28][CH:29]=[C:22]([Cl:21])[CH:23]=2)[CH2:12][C:13]2[CH:18]=[CH:17][C:16]([C:19]#[N:20])=[CH:15][CH:14]=2)(=[O:9])=[O:10])=[CH:4][CH:3]=1. The yield is 0.800. (3) The reactants are F[C:2]1[CH:7]=[C:6]([F:8])[CH:5]=[CH:4][C:3]=1[N+:9]([O-:11])=[O:10].[Br:12][C:13]1[CH:14]=[C:15]([CH:18]=[CH:19][CH:20]=1)[CH2:16][NH2:17].C(N(CC)C(C)C)(C)C. The catalyst is C(#N)C. The product is [Br:12][C:13]1[CH:14]=[C:15]([CH:18]=[CH:19][CH:20]=1)[CH2:16][NH:17][C:2]1[CH:7]=[C:6]([F:8])[CH:5]=[CH:4][C:3]=1[N+:9]([O-:11])=[O:10]. The yield is 0.950. (4) The reactants are [NH2:1][C:2]1[C:7]([O:8][CH2:9][C:10]2([C:13]3[CH:18]=[CH:17][CH:16]=[CH:15][CH:14]=3)[CH2:12][CH2:11]2)=[CH:6][CH:5]=[CH:4][N:3]=1.Cl[CH:20]([C:26]([CH3:28])=O)[C:21]([O:23][CH2:24][CH3:25])=[O:22]. The catalyst is CO.C(OCC)(=O)C. The product is [CH3:28][C:26]1[N:1]=[C:2]2[C:7]([O:8][CH2:9][C:10]3([C:13]4[CH:14]=[CH:15][CH:16]=[CH:17][CH:18]=4)[CH2:12][CH2:11]3)=[CH:6][CH:5]=[CH:4][N:3]2[C:20]=1[C:21]([O:23][CH2:24][CH3:25])=[O:22]. The yield is 0.0860. (5) The reactants are C(OC[N:9]1[C:13]2[N:14]=[N:15][CH:16]=[C:17]([C:18]3[CH:19]=[N:20][N:21]([C:23]4([CH2:32][C:33]#[N:34])[CH2:26][N:25]([S:27]([CH2:30][CH3:31])(=[O:29])=[O:28])[CH2:24]4)[CH:22]=3)[C:12]=2[CH:11]=[CH:10]1)(=O)C(C)(C)C.[OH-].[Na+]. The catalyst is CO. The product is [N:14]1[C:13]2[NH:9][CH:10]=[CH:11][C:12]=2[C:17]([C:18]2[CH:19]=[N:20][N:21]([C:23]3([CH2:32][C:33]#[N:34])[CH2:24][N:25]([S:27]([CH2:30][CH3:31])(=[O:29])=[O:28])[CH2:26]3)[CH:22]=2)=[CH:16][N:15]=1. The yield is 0.803. (6) The reactants are Cl.[CH2:2]([NH:10][C:11](=[O:25])[CH2:12][CH2:13][C@H:14]([OH:24])[C@@H:15]([NH2:23])[CH2:16][C:17]1[CH:22]=[CH:21][CH:20]=[CH:19][CH:18]=1)[CH2:3][C:4]1[CH:9]=[CH:8][CH:7]=[CH:6][CH:5]=1.[C:26]([O:30][C:31]([NH:33][C@@H:34]([CH:38]([CH3:40])[CH3:39])[C:35](O)=[O:36])=[O:32])([CH3:29])([CH3:28])[CH3:27].O.ON1C2C=CC=CC=2N=N1.CN1CCOCC1.Cl.CN(C)CCCN=C=NCC.C(=O)([O-])O.[Na+]. The catalyst is CN(C=O)C. The product is [C:26]([O:30][C:31](=[O:32])[NH:33][C@H:34]([C:35](=[O:36])[NH:23][C@@H:15]([CH2:16][C:17]1[CH:18]=[CH:19][CH:20]=[CH:21][CH:22]=1)[C@@H:14]([OH:24])[CH2:13][CH2:12][C:11](=[O:25])[NH:10][CH2:2][CH2:3][C:4]1[CH:5]=[CH:6][CH:7]=[CH:8][CH:9]=1)[CH:38]([CH3:39])[CH3:40])([CH3:27])([CH3:29])[CH3:28]. The yield is 0.854. (7) The reactants are [CH2:1]([N:4]1[CH:8]=[CH:7][N:6]=[C:5]1[C:9]1[S:13][C:12]([C:14]2[CH:19]=[CH:18][N:17]=[C:16]([NH:20][C:21](=[O:23])[CH3:22])[CH:15]=2)=[N:11][C:10]=1Br)[CH:2]=[CH2:3].[Br-].[CH2:26]([Zn+])[C:27]1[CH:32]=[CH:31][CH:30]=[CH:29][CH:28]=1. The product is [CH2:1]([N:4]1[CH:8]=[CH:7][N:6]=[C:5]1[C:9]1[S:13][C:12]([C:14]2[CH:19]=[CH:18][N:17]=[C:16]([NH:20][C:21](=[O:23])[CH3:22])[CH:15]=2)=[N:11][C:10]=1[CH2:26][C:27]1[CH:32]=[CH:31][CH:30]=[CH:29][CH:28]=1)[CH:2]=[CH2:3]. The catalyst is O1CCCC1.CC(C)([P](C(C)(C)C)([Pd][P](C(C)(C)C)(C(C)(C)C)C(C)(C)C)C(C)(C)C)C. The yield is 0.210. (8) The reactants are Br[C:2]1[C:7]([F:8])=[C:6]([F:9])[CH:5]=[C:4]([F:10])[C:3]=1[F:11].N#N.[CH3:14][CH2:15][OH:16].[Li][CH:18](CC)C.C1CCCCC1.B(F)(F)F.C(OCC)C. The catalyst is C1COCC1. The product is [F:11][C:3]1[C:4]([F:10])=[CH:5][C:6]([F:9])=[C:7]([F:8])[C:2]=1[CH2:14][C@H:15]([OH:16])[CH3:18]. The yield is 0.620. (9) The reactants are [CH3:1][O:2][C:3]1[CH:4]=[C:5]2[C:9](=[CH:10][CH:11]=1)[NH:8][C:7](=[O:12])[CH2:6]2.[O:13]1[CH2:18][CH2:17][N:16]([C:19]2[N:24]=[CH:23][C:22]([C:25]3[C:33]4[C:28](=[CH:29][C:30]([CH:34]=O)=[CH:31][CH:32]=4)[N:27]([CH2:36][O:37][CH2:38][CH2:39][Si:40]([CH3:43])([CH3:42])[CH3:41])[N:26]=3)=[CH:21][CH:20]=2)[CH2:15][CH2:14]1.N1CCCCC1. The catalyst is CO. The product is [CH3:1][O:2][C:3]1[CH:4]=[C:5]2[C:9](=[CH:10][CH:11]=1)[NH:8][C:7](=[O:12])/[C:6]/2=[CH:34]/[C:30]1[CH:29]=[C:28]2[C:33]([C:25]([C:22]3[CH:23]=[N:24][C:19]([N:16]4[CH2:17][CH2:18][O:13][CH2:14][CH2:15]4)=[CH:20][CH:21]=3)=[N:26][N:27]2[CH2:36][O:37][CH2:38][CH2:39][Si:40]([CH3:43])([CH3:41])[CH3:42])=[CH:32][CH:31]=1. The yield is 0.630.